Dataset: Forward reaction prediction with 1.9M reactions from USPTO patents (1976-2016). Task: Predict the product of the given reaction. (1) Given the reactants [CH2:1]([O:3][CH:4]([O:13][CH2:14][CH3:15])[C:5]1[CH:12]=[CH:11][C:8]([CH:9]=O)=[CH:7][CH:6]=1)[CH3:2].S([O-])([O-])(=O)=O.[Na+].[Na+].[NH2:23][C:24]1[CH:32]=[CH:31][CH:30]=[C:29]2[C:25]=1[CH2:26][O:27][C:28]2=[O:33], predict the reaction product. The product is: [CH2:1]([O:3][CH:4]([O:13][CH2:14][CH3:15])[C:5]1[CH:12]=[CH:11][C:8]([CH:9]=[N:23][C:24]2[CH:32]=[CH:31][CH:30]=[C:29]3[C:25]=2[CH2:26][O:27][C:28]3=[O:33])=[CH:7][CH:6]=1)[CH3:2]. (2) The product is: [F:39][C:3]([F:2])([F:38])[C:4]1[CH:5]=[C:6]([C@H:14]([O:16][C@H:17]2[CH2:22][CH2:21][N:20]([C:23]([C@H:25]3[CH2:26][CH2:27][C@H:28]([NH:31][C:42]([NH:41][CH3:40])=[O:43])[CH2:29][CH2:30]3)=[O:24])[CH2:19][C@H:18]2[C:32]2[CH:33]=[CH:34][CH:35]=[CH:36][CH:37]=2)[CH3:15])[CH:7]=[C:8]([C:10]([F:12])([F:11])[F:13])[CH:9]=1. Given the reactants Cl.[F:2][C:3]([F:39])([F:38])[C:4]1[CH:5]=[C:6]([C@H:14]([O:16][C@H:17]2[CH2:22][CH2:21][N:20]([C:23]([C@H:25]3[CH2:30][CH2:29][C@H:28]([NH2:31])[CH2:27][CH2:26]3)=[O:24])[CH2:19][C@H:18]2[C:32]2[CH:37]=[CH:36][CH:35]=[CH:34][CH:33]=2)[CH3:15])[CH:7]=[C:8]([C:10]([F:13])([F:12])[F:11])[CH:9]=1.[CH3:40][N:41]=[C:42]=[O:43], predict the reaction product. (3) Given the reactants Cl[C:2]1[CH:3]=[C:4]([N:8]2[N:12]=[N:11][C:10]([C:13]3[CH:18]=[CH:17][CH:16]=[CH:15][N:14]=3)=[N:9]2)[CH:5]=[CH:6][CH:7]=1.[CH2:19](C1C=C(NC2C=CC=CC=2)C=CC=1)[CH3:20].N1C=CC=CC=1C=O, predict the reaction product. The product is: [CH2:19]([C:2]1[CH:3]=[C:4]([N:8]2[N:12]=[N:11][C:10]([C:13]3[CH:18]=[CH:17][CH:16]=[CH:15][N:14]=3)=[N:9]2)[CH:5]=[CH:6][CH:7]=1)[CH3:20]. (4) Given the reactants Cl[C:2]1[C:11]2[C:6](=[CH:7][CH:8]=[C:9]([CH3:12])[CH:10]=2)[N:5]=[C:4]([N:13]2[CH2:19][C:18]3[CH:20]=[CH:21][CH:22]=[CH:23][C:17]=3[S:16](=[O:25])(=[O:24])[CH2:15][CH2:14]2)[CH:3]=1.[C:26]([NH2:29])(=[O:28])[CH3:27], predict the reaction product. The product is: [O:24]=[S:16]1(=[O:25])[C:17]2[CH:23]=[CH:22][CH:21]=[CH:20][C:18]=2[CH2:19][N:13]([C:4]2[CH:3]=[C:2]([NH:29][C:26](=[O:28])[CH3:27])[C:11]3[C:6](=[CH:7][CH:8]=[C:9]([CH3:12])[CH:10]=3)[N:5]=2)[CH2:14][CH2:15]1.